This data is from Full USPTO retrosynthesis dataset with 1.9M reactions from patents (1976-2016). The task is: Predict the reactants needed to synthesize the given product. (1) Given the product [Br:7][C:5]1[S:4][C:3]2[C:8](=[O:9])[NH:10][C:23]([CH:19]3[CH2:20][CH2:21][CH2:22][O:18]3)=[N:1][C:2]=2[CH:6]=1, predict the reactants needed to synthesize it. The reactants are: [NH2:1][C:2]1[CH:6]=[C:5]([Br:7])[S:4][C:3]=1[C:8]([NH2:10])=[O:9].C(N(CC)CC)C.[O:18]1[CH2:22][CH2:21][CH2:20][CH:19]1[C:23](Cl)=O. (2) Given the product [N:1]1[N:5]2[CH:6]=[CH:7][C:8](=[O:10])[NH:9][C:4]2=[CH:3][CH:2]=1, predict the reactants needed to synthesize it. The reactants are: [N:1]1[N:5]2[CH:6]=[CH:7][C:8]([O-:10])=[N:9][C:4]2=[CH:3][CH:2]=1.[Na+]. (3) The reactants are: [Cl:1][C:2]1[S:6][C:5]2[C:7]3([O:29][CH2:30][C:31]([F:33])([F:32])[C:4]=2[CH:3]=1)[CH2:12][CH2:11][N:10]([CH2:13][C:14]1[C:15]([CH3:28])=[N:16][N:17]([C:19]2[C:26]([F:27])=[CH:25][CH:24]=[CH:23][C:20]=2[C:21]#[N:22])[CH:18]=1)[CH2:9][CH2:8]3.C[Mg]Br.B(F)(F)F.[CH3:41][CH2:42]OCC.Cl.[OH-].[Na+]. Given the product [Cl:1][C:2]1[S:6][C:5]2[C:7]3([O:29][CH2:30][C:31]([F:33])([F:32])[C:4]=2[CH:3]=1)[CH2:8][CH2:9][N:10]([CH2:13][C:14]1[C:15]([CH3:28])=[N:16][N:17]([C:19]2[C:26]([F:27])=[CH:25][CH:24]=[CH:23][C:20]=2[C:21]2([NH2:22])[CH2:42][CH2:41]2)[CH:18]=1)[CH2:11][CH2:12]3, predict the reactants needed to synthesize it.